From a dataset of Reaction yield outcomes from USPTO patents with 853,638 reactions. Predict the reaction yield, written as a fraction of the theoretical maximum amount of product (1.0 means a 100% yield; for example, 0.34 means a 34% yield). (1) The reactants are [C:1]([O:6][C@@H:7]1[C@@H:15]([CH2:16][CH2:17]I)[C:14](=[O:19])[O:13][CH2:12][C@H:11]([NH:20][C:21]([O:23][C:24]([CH3:27])([CH3:26])[CH3:25])=[O:22])[C:10](=[O:28])[O:9][C@H:8]1[CH3:29])(=[O:5])[CH:2]([CH3:4])[CH3:3].CCCC[SnH](CCCC)CCCC.CC(N=NC(C#N)(C)C)(C#N)C. The catalyst is C1C=CC=CC=1. The product is [C:1]([O:6][C@@H:7]1[C@@H:15]([CH2:16][CH3:17])[C:14](=[O:19])[O:13][CH2:12][C@H:11]([NH:20][C:21]([O:23][C:24]([CH3:25])([CH3:26])[CH3:27])=[O:22])[C:10](=[O:28])[O:9][C@H:8]1[CH3:29])(=[O:5])[CH:2]([CH3:4])[CH3:3]. The yield is 0.880. (2) The reactants are C([O:8][N:9]1[C:15](=[O:16])[N:14]2[CH2:17][C@H:10]1[CH2:11][CH2:12][C@H:13]2[C:18]([NH:20][NH:21][C:22](=[O:29])[C:23]1[CH:28]=[CH:27][CH:26]=[CH:25][N:24]=1)=[O:19])C1C=CC=CC=1. The catalyst is CO.[Pd]. The product is [OH:8][N:9]1[C:15](=[O:16])[N:14]2[CH2:17][C@H:10]1[CH2:11][CH2:12][C@H:13]2[C:18]([NH:20][NH:21][C:22](=[O:29])[C:23]1[CH:28]=[CH:27][CH:26]=[CH:25][N:24]=1)=[O:19]. The yield is 1.00. (3) The reactants are C([Mg]Br)(C)=C.[Cl:6][C:7]1[C:15]([F:16])=[C:14]2[C:10]([C:11](SC3C=CC=C(C(OCC)=O)C=3)=[C:12]([CH3:21])[N:13]2CC(O)=O)=[CH:9][CH:8]=1. The catalyst is C1COCC1. The product is [Cl:6][C:7]1[C:15]([F:16])=[C:14]2[C:10]([CH:11]=[C:12]([CH3:21])[NH:13]2)=[CH:9][CH:8]=1. The yield is 0.290. (4) The product is [Br:1][C:2]1[C:3]([F:12])=[C:4]2[C:10]([NH:11][C:18]([CH:13]3[CH2:17][CH2:16][CH2:15][CH2:14]3)=[O:19])=[CH:9][NH:8][C:5]2=[N:6][CH:7]=1. No catalyst specified. The yield is 0.740. The reactants are [Br:1][C:2]1[C:3]([F:12])=[C:4]2[C:10]([NH2:11])=[CH:9][NH:8][C:5]2=[N:6][CH:7]=1.[CH:13]1([C:18](Cl)=[O:19])[CH2:17][CH2:16][CH2:15][CH2:14]1. (5) The reactants are [H-].C([Al+]CC(C)C)C(C)C.C([O:13][C:14]([C:16]1[S:20][C:19]([CH:21]([CH3:23])[CH3:22])=[N:18][C:17]=1[CH3:24])=O)C.C(C(C(C([O-])=O)O)O)([O-])=O.[Na+].[K+]. The catalyst is C1(C)C=CC=CC=1. The product is [CH3:23][CH:21]([C:19]1[S:20][C:16]([CH2:14][OH:13])=[C:17]([CH3:24])[N:18]=1)[CH3:22]. The yield is 0.920. (6) The reactants are [Br:1][C:2]1[CH:7]=[C:6]([NH:8][C:9]([CH3:11])=[O:10])[CH:5]=[CH:4][C:3]=1[O:12][CH3:13].[N+:14]([O-])([OH:16])=[O:15].O. The catalyst is C(OC(=O)C)(=O)C.C(O)(=O)C. The product is [Br:1][C:2]1[CH:7]=[C:6]([NH:8][C:9]([CH3:11])=[O:10])[C:5]([N+:14]([O-:16])=[O:15])=[CH:4][C:3]=1[O:12][CH3:13]. The yield is 0.820. (7) The reactants are [Cl:1][C:2]1[CH:14]=[C:13]([N+:15]([O-])=O)[CH:12]=[CH:11][C:3]=1[O:4][CH2:5][C:6]1[S:7][CH:8]=[CH:9][N:10]=1.[NH4+].[Cl-]. The yield is 0.850. The catalyst is [Zn].CO. The product is [Cl:1][C:2]1[CH:14]=[C:13]([NH2:15])[CH:12]=[CH:11][C:3]=1[O:4][CH2:5][C:6]1[S:7][CH:8]=[CH:9][N:10]=1.